From a dataset of Forward reaction prediction with 1.9M reactions from USPTO patents (1976-2016). Predict the product of the given reaction. Given the reactants [CH:1]([C:3]1[S:7][C:6]([NH:8][CH2:9][C:10]([OH:12])=O)=[N:5][CH:4]=1)=[O:2].[NH2:13][C@@H:14]([CH3:30])[C:15]([NH:17][C@@H:18]([CH2:22][C:23]1[CH:28]=[CH:27][C:26]([OH:29])=[CH:25][CH:24]=1)[C:19]([NH2:21])=[O:20])=[O:16].C(Cl)CCl.ON1C2N=CC=CC=2N=N1.CN1CCOCC1, predict the reaction product. The product is: [NH2:21][C:19](=[O:20])[C@@H:18]([NH:17][C:15](=[O:16])[C@@H:14]([NH:13][C:10](=[O:12])[CH2:9][NH:8][C:6]1[S:7][C:3]([CH:1]=[O:2])=[CH:4][N:5]=1)[CH3:30])[CH2:22][C:23]1[CH:24]=[CH:25][C:26]([OH:29])=[CH:27][CH:28]=1.